The task is: Regression. Given two drug SMILES strings and cell line genomic features, predict the synergy score measuring deviation from expected non-interaction effect.. This data is from NCI-60 drug combinations with 297,098 pairs across 59 cell lines. Drug 2: CCC(=C(C1=CC=CC=C1)C2=CC=C(C=C2)OCCN(C)C)C3=CC=CC=C3.C(C(=O)O)C(CC(=O)O)(C(=O)O)O. Synergy scores: CSS=-2.37, Synergy_ZIP=3.08, Synergy_Bliss=6.56, Synergy_Loewe=1.48, Synergy_HSA=1.44. Drug 1: CS(=O)(=O)C1=CC(=C(C=C1)C(=O)NC2=CC(=C(C=C2)Cl)C3=CC=CC=N3)Cl. Cell line: SK-MEL-2.